This data is from Forward reaction prediction with 1.9M reactions from USPTO patents (1976-2016). The task is: Predict the product of the given reaction. The product is: [NH2:9][C:10]1[C:19]([I:7])=[CH:18][C:13]([C:14]([O:16][CH3:17])=[O:15])=[C:12]([CH3:20])[N:11]=1. Given the reactants I([O-])(=O)(=O)=O.[Na+].[I:7]I.[NH2:9][C:10]1[CH:19]=[CH:18][C:13]([C:14]([O:16][CH3:17])=[O:15])=[C:12]([CH3:20])[N:11]=1.S([O-])([O-])(=O)=S.[Na+].[Na+], predict the reaction product.